This data is from Experimentally validated miRNA-target interactions with 360,000+ pairs, plus equal number of negative samples. The task is: Binary Classification. Given a miRNA mature sequence and a target amino acid sequence, predict their likelihood of interaction. (1) The miRNA is mmu-miR-1843b-5p with sequence AUGGAGGUCUCUGUCUGACUU. The protein sequence of the target gene is MKLIILEHYSQASEWAAKYIRNRIIQFNPGPEKYFTLGLPTGSTPLGCYKKLIEYYKNGDLSFKYVKTFNMDEYVGLPRDHPESYHSFMWNNFFKHIDIHPENTHILDGNAVDLQAECDAFEEKIKAAGGIELFVGGIGPDGHIAFNEPGSSLVSRTRVKTLAMDTILANARFFDGELTKVPTMALTVGVGTVMDAREVMILITGAHKAFALYKAIEEGVNHMWTVSAFQQHPRTVFVCDEDATLELKVKTVKYFKGLMLVHNKLVDPLYSIKEKETEKSQSSKKPYSD. Result: 0 (no interaction). (2) The miRNA is mmu-miR-1943-5p with sequence AAGGGAGGAUCUGGGCACCUGGA. The protein sequence of the target gene is MADGNEDLRADDLPGPAFESYESMELACPAERSGHVAVSDGRHMFVWGGYKSNQVRGLYDFYLPREELWIYNMETGRWKKINTEGDVPPSMSGSCAVCVDRVLYLFGGHHSRGNTNKFYMLDSRSTDRVLQWERIDCQGIPPSSKDKLGVWVYKNKLIFFGGYGYLPEDKVLGTFEFDETSFWNSSHPRGWNDHVHILDTETFTWSQPITTGKAPSPRAAHACATVGNRGFVFGGRYRDARMNDLHYLNLDTWEWNELIPQGICPVGRSWHSLTPVSSDHLFLFGGFTTDKQPLSDAWTY.... Result: 0 (no interaction). (3) The protein sequence of the target gene is MKRELLCVLLLCGLAFPLPDQGIHGRFRRGARSYRATCRDEPTQTTYQQHQSWLRPMLRSSRVEYCRCNSGLVQCHSVPVRSCSEPRCFNGGTCQQALYFSDFVCQCPDGFVGKRCDIDTRATCFEEQGITYRGTWSTAESGAECINWNSSVLSLKPYNARRPNAIKLGLGNHNYCRNPDRDLKPWCYVFKAGKYTTEFCSTPACPKGKSEDCYVGKGVTYRGTHSLTTSQASCLPWNSIVLMGKSYTAWRTNSQALGLGRHNYCRNPDGDARPWCHVMKDRKLTWEYCDMSPCSTCGLR.... Result: 0 (no interaction). The miRNA is hsa-miR-6758-5p with sequence UAGAGAGGGGAAGGAUGUGAUGU. (4) The miRNA is hsa-miR-192-3p with sequence CUGCCAAUUCCAUAGGUCACAG. The protein sequence of the target gene is MAAGVPCALVTSCSATFTGDRLVQHILGTEDAVVEATSSDAVRFYPWTIDNKYYSAEINLCVVPSKFLVTAEIAESVQAFVVYFDSTQKSGLDSVSSWLPLAEAWLAEVMILVCDRVCDDGINRQQAQEWCIKHGFELVELNPEELPEEDDDFPESTGVKRIVQALNANVWSNVVMKSDRSQGFSLLNSLAGANRRVASAESCHSEQQEPSPTAERTESLPGHHSGACGSAGAQVDSIVDPMLDLDIQELASLTTGGGDLENFERLFSKLKEMKDKAATLPHEQRKLHAEKVAKAFWMAI.... Result: 0 (no interaction). (5) The miRNA is mmu-miR-292a-5p with sequence ACUCAAACUGGGGGCUCUUUUG. The protein sequence of the target gene is MFYGTHFIMSPPTKSKLKRQSQLLSSMLSRTLSYKYRDLDSTFSSLGASDDPAELSTQLSAPGVLKVFGDSVCTGTHYKSVLATGTSSARELVKEALERYALDPRQAGQYVLCDVVGQAGDAGQRWQARCFRVFGDSEKPLLIQELWKPREGLSRRFELRKRSDVEELAAKEVDTITAGINAQARRLQRSRAKGTPTPALGDARSSPPPRLRRTVSETSLSPVNALPAAAQGPEEPGPDAMRYSLYQSPHLLLLQGYSQQHDSLVYVLNRDRHTVGQRTPSSKPSISLSAPDILPLHCTI.... Result: 0 (no interaction). (6) Result: 1 (interaction). The miRNA is hsa-miR-4278 with sequence CUAGGGGGUUUGCCCUUG. The protein sequence of the target gene is MSYGRPPPDVEGMTSLKVDNLTYRTSPDTLRRVFEKYGRVGDVYIPRDRYTKESRGFAFVRFHDKRDAEDAMDAMDGAVLDGRELRVQMARYGRPPDSHHSRRGPPPRRYGGGGYGRRSRSPRRRRRSRSRSRSRSRSRSRSRYSRSKSRSRTRSRSRSTSKSRSARRSKSKSSSVSRSRSRSRSRSRSRSPPPVSKRESKSRSRSKSPPKSPEEEGAVSS. (7) The miRNA is hsa-miR-3654 with sequence GACUGGACAAGCUGAGGAA. The protein sequence of the target gene is MATTAELFEEPFVADEYIERLVWRTPGGGSRGGPEAFDPKRLLEEFVNHIQELQIMDERIQRKVEKLEQQCQKEAKEFAKKVQELQKSNQVAFQHFQELDEHISYVATKVCHLGDQLEGVNTPRQRAVEAQKLMKYFNEFLDGELKSDVFTNSEKIKEAADVIQKLHLIAQELPFDRFSEVKSKIASKYHDLECQLIQEFTSAQRRGEVSRMREVAAVLLHFKGYSHCIDVYIKQCQEGAYLRNDIFEDAAILCQRVNKQVGDIFSNPEAVLAKLIQSVFEIKLQSFVKDQLEECRKSDA.... Result: 0 (no interaction). (8) The miRNA is mmu-miR-24-1-5p with sequence GUGCCUACUGAGCUGAUAUCAGU. The protein sequence of the target gene is MKTPVELAVSGMQTLGLQHRCRGGYRVKARTSYVDETLFGSPAGTRPTPPDFDPPWVEKANRTRGVGKEASKALGAKGSCETTPSRGSTPTLTPRKKNKYRPISHTPSYCDESLFGSRSEGASFGAPRMAKGDAAKLRALLWTPPPTPRGSHSPRPREAPLRAIHPAGPSKTEPGPAADSQKLSMGGLHSSRPLKRGLSHSLTHLNVPSTGHPATSAPHTNGPQDLRPSTSGVTFRSPLVTSRARSVSISVPSTPRRGGATQKPKPPWK. Result: 0 (no interaction).